From a dataset of Reaction yield outcomes from USPTO patents with 853,638 reactions. Predict the reaction yield, written as a fraction of the theoretical maximum amount of product (1.0 means a 100% yield; for example, 0.34 means a 34% yield). (1) The reactants are [Cl-].[CH:2]1[C:11]2[C:6](=[CH:7][CH:8]=[CH:9][CH:10]=2)[CH:5]=[CH:4][C:3]=1[C:12](=[O:15])[CH2:13][NH3+:14].[Cl:16][C:17]1[CH:22]=[CH:21][C:20]([S:23](Cl)(=[O:25])=[O:24])=[CH:19][CH:18]=1.CCN(CC)CC. The catalyst is CN(C=O)C. The product is [Cl:16][C:17]1[CH:22]=[CH:21][C:20]([S:23]([NH:14][CH2:13][C:12]([C:3]2[CH:4]=[CH:5][C:6]3[C:11](=[CH:10][CH:9]=[CH:8][CH:7]=3)[CH:2]=2)=[O:15])(=[O:25])=[O:24])=[CH:19][CH:18]=1. The yield is 0.0610. (2) The reactants are [C:1]([C@@H:4]([NH:17][C:18](=[O:35])[O:19][CH2:20][CH2:21][N:22]1[CH2:27][CH2:26][N:25]([C:28]([O:30][C:31]([CH3:34])([CH3:33])[CH3:32])=[O:29])[CH2:24][CH2:23]1)[CH2:5][C:6]1[CH:11]=[CH:10][C:9]([O:12][C:13]([CH3:16])([CH3:15])[CH3:14])=[CH:8][CH:7]=1)(O)=[O:2].[CH3:36][NH:37][CH2:38][CH2:39][C:40]1[CH:45]=[CH:44][CH:43]=[CH:42][CH:41]=1.C1CN([P+](Br)(N2CCCC2)N2CCCC2)CC1.F[P-](F)(F)(F)(F)F.CCN(C(C)C)C(C)C. The catalyst is CN(C=O)C. The product is [CH3:36][N:37]([CH2:38][CH2:39][C:40]1[CH:45]=[CH:44][CH:43]=[CH:42][CH:41]=1)[C:1]([C@@H:4]([NH:17][C:18](=[O:35])[O:19][CH2:20][CH2:21][N:22]1[CH2:23][CH2:24][N:25]([C:28]([O:30][C:31]([CH3:33])([CH3:32])[CH3:34])=[O:29])[CH2:26][CH2:27]1)[CH2:5][C:6]1[CH:11]=[CH:10][C:9]([O:12][C:13]([CH3:15])([CH3:14])[CH3:16])=[CH:8][CH:7]=1)=[O:2]. The yield is 0.510. (3) The reactants are [BH4-].[Na+].[C:3]([O:7][C:8]([NH:10][C:11]1([C:26]([NH:28][CH:29]([C:35]2[CH:40]=[CH:39][C:38]([Cl:41])=[CH:37][CH:36]=2)[CH2:30][C:31](OC)=[O:32])=[O:27])[CH2:16][CH2:15][N:14]([C:17]2[C:18]3[CH:25]=[CH:24][NH:23][C:19]=3[N:20]=[CH:21][N:22]=2)[CH2:13][CH2:12]1)=[O:9])([CH3:6])([CH3:5])[CH3:4]. The catalyst is CCO.O. The product is [Cl:41][C:38]1[CH:37]=[CH:36][C:35]([CH:29]([NH:28][C:26]([C:11]2([NH:10][C:8](=[O:9])[O:7][C:3]([CH3:5])([CH3:4])[CH3:6])[CH2:12][CH2:13][N:14]([C:17]3[C:18]4[CH:25]=[CH:24][NH:23][C:19]=4[N:20]=[CH:21][N:22]=3)[CH2:15][CH2:16]2)=[O:27])[CH2:30][CH2:31][OH:32])=[CH:40][CH:39]=1. The yield is 0.301. (4) The reactants are C([O:3][C:4](=[O:12])[C:5]1[CH:10]=[CH:9][C:8]([I:11])=[CH:7][CH:6]=1)C.[OH-].[Na+]. The product is [I:11][C:8]1[CH:9]=[CH:10][C:5]([C:4]([OH:12])=[O:3])=[CH:6][CH:7]=1. No catalyst specified. The yield is 0.890. (5) The reactants are C[O:2][C:3]([C:5]1[CH:9]=[C:8]([C:10]2[CH:11]=[N:12][C:13]([CH3:16])=[CH:14][CH:15]=2)[N:7]([C:17]2[N:18]=[N:19][C:20](Cl)=[CH:21][CH:22]=2)[N:6]=1)=[O:4].[CH3:24][O-:25].[Na+].O.Cl. The catalyst is CO. The product is [CH3:24][O:25][C:20]1[N:19]=[N:18][C:17]([N:7]2[C:8]([C:10]3[CH:11]=[N:12][C:13]([CH3:16])=[CH:14][CH:15]=3)=[CH:9][C:5]([C:3]([OH:2])=[O:4])=[N:6]2)=[CH:22][CH:21]=1. The yield is 0.970.